This data is from Forward reaction prediction with 1.9M reactions from USPTO patents (1976-2016). The task is: Predict the product of the given reaction. (1) Given the reactants [O:1]1[CH2:6][CH2:5][CH2:4][CH2:3][CH:2]1[O:7][CH2:8][CH2:9][C:10]1[CH:11]=[C:12]([CH:15]=[CH:16][CH:17]=1)[CH:13]=O.[NH2:18][CH2:19][CH2:20][C:21]1[CH:26]=[CH:25][CH:24]=[CH:23][N:22]=1.O, predict the reaction product. The product is: [N:22]1[CH:23]=[CH:24][CH:25]=[CH:26][C:21]=1[CH2:20][CH2:19][NH:18][CH2:13][C:12]1[CH:15]=[CH:16][CH:17]=[C:10]([CH2:9][CH2:8][O:7][CH:2]2[CH2:3][CH2:4][CH2:5][CH2:6][O:1]2)[CH:11]=1. (2) Given the reactants [NH2:1][C:2]1[CH:9]=[CH:8][C:5]([C:6]#[N:7])=[CH:4][C:3]=1[O:10][C:11]1[CH:16]=[CH:15][CH:14]=[CH:13][C:12]=1[Br:17].[C:18]([O:22][C:23]([N:25]1[CH2:30][CH2:29][C:28](=O)[CH2:27][CH2:26]1)=[O:24])([CH3:21])([CH3:20])[CH3:19].C(O[BH-](OC(=O)C)OC(=O)C)(=O)C.[Na+].C(O)(=O)C, predict the reaction product. The product is: [C:18]([O:22][C:23]([N:25]1[CH2:30][CH2:29][CH:28]([NH:1][C:2]2[CH:9]=[CH:8][C:5]([C:6]#[N:7])=[CH:4][C:3]=2[O:10][C:11]2[CH:16]=[CH:15][CH:14]=[CH:13][C:12]=2[Br:17])[CH2:27][CH2:26]1)=[O:24])([CH3:21])([CH3:19])[CH3:20]. (3) Given the reactants [CH3:1][C:2]1[O:6][C:5]([CH2:7][NH:8][C:9]2[CH:18]=[CH:17][C:16]3[C:15]([NH2:19])=[CH:14][CH:13]=[CH:12][C:11]=3[N:10]=2)=[CH:4][CH:3]=1.[CH:20]1([S:23](Cl)(=[O:25])=[O:24])[CH2:22][CH2:21]1, predict the reaction product. The product is: [CH3:1][C:2]1[O:6][C:5]([CH2:7][NH:8][C:9]2[CH:18]=[CH:17][C:16]3[C:11](=[CH:12][CH:13]=[CH:14][C:15]=3[NH:19][S:23]([CH:20]3[CH2:22][CH2:21]3)(=[O:25])=[O:24])[N:10]=2)=[CH:4][CH:3]=1. (4) The product is: [Cl:3][CH2:22][CH2:21][CH2:20][CH2:19][CH2:18][CH2:17][CH2:16][CH2:15][CH2:14][CH2:13][CH2:12][CH2:11][C:7]1[CH:6]=[N:5][CH:10]=[CH:9][CH:8]=1. Given the reactants S(Cl)([Cl:3])=O.[N:5]1[CH:10]=[CH:9][CH:8]=[C:7]([CH2:11][CH2:12][CH2:13][CH2:14][CH2:15][CH2:16][CH2:17][CH2:18][CH2:19][CH2:20][CH2:21][CH2:22]O)[CH:6]=1.C(=O)([O-])[O-].[K+].[K+], predict the reaction product. (5) The product is: [Cl:1][C:2]1[CH:3]=[CH:4][C:5]([C:8]2[C:12]([NH:34][CH3:33])=[C:11]([CH3:25])[O:10][N:9]=2)=[N:6][CH:7]=1. Given the reactants [Cl:1][C:2]1[CH:3]=[CH:4][C:5]([C:8]2[C:12](CN3C(=O)C4C(=CC=CC=4)C3=O)=[C:11]([CH3:25])[O:10][N:9]=2)=[N:6][CH:7]=1.FC1C=CC([C:33]2C(CN3C(=O)C4C(=CC=CC=4)C3=O)=C(C)O[N:34]=2)=CC=1, predict the reaction product. (6) The product is: [Br:14][C:15]1[CH:16]=[N:17][C:18]([N:4]2[CH2:5][CH2:6][N:1]([C:7]([O:9][C:10]([CH3:13])([CH3:12])[CH3:11])=[O:8])[CH2:2][CH2:3]2)=[N:19][CH:20]=1. Given the reactants [N:1]1([C:7]([O:9][C:10]([CH3:13])([CH3:12])[CH3:11])=[O:8])[CH2:6][CH2:5][NH:4][CH2:3][CH2:2]1.[Br:14][C:15]1[CH:16]=[N:17][C:18](Cl)=[N:19][CH:20]=1.CCN(C(C)C)C(C)C, predict the reaction product.